This data is from Full USPTO retrosynthesis dataset with 1.9M reactions from patents (1976-2016). The task is: Predict the reactants needed to synthesize the given product. (1) Given the product [Cl:16][C:3]1[CH:4]=[C:5]([NH:9][C:10]2[N:14]=[C:13]([NH2:15])[NH:12][N:11]=2)[CH:6]=[C:7]([Cl:8])[C:2]=1[C:25]1[CH:26]=[CH:27][C:22]([O:21][CH2:20][CH2:19][O:18][CH3:17])=[CH:23][CH:24]=1, predict the reactants needed to synthesize it. The reactants are: Br[C:2]1[C:7]([Cl:8])=[CH:6][C:5]([NH:9][C:10]2[N:14]=[C:13]([NH2:15])[NH:12][N:11]=2)=[CH:4][C:3]=1[Cl:16].[CH3:17][O:18][CH2:19][CH2:20][O:21][C:22]1[CH:27]=[CH:26][C:25](B2OC(C)(C)C(C)(C)O2)=[CH:24][CH:23]=1.O1CCOCC1.O.C(=O)([O-])[O-].[K+].[K+]. (2) Given the product [Cl:1][C:2]1[CH:7]=[CH:6][C:5]([C:8]2[NH:28][C:27]3[N:26]([N:25]=[CH:24][C:23]=3[C:18]3[CH:19]=[CH:20][CH:21]=[CH:22][N:17]=3)[C:10](=[O:12])[CH:9]=2)=[C:4]([F:16])[CH:3]=1, predict the reactants needed to synthesize it. The reactants are: [Cl:1][C:2]1[CH:7]=[CH:6][C:5]([C:8](=O)[CH2:9][C:10]([O:12]CC)=O)=[C:4]([F:16])[CH:3]=1.[N:17]1[CH:22]=[CH:21][CH:20]=[CH:19][C:18]=1[C:23]1[CH:24]=[N:25][NH:26][C:27]=1[NH2:28].CC1C=CC(S(O)(=O)=O)=CC=1. (3) Given the product [CH3:9][O:8][C:6](=[O:7])[C:5]1[CH:10]=[CH:11][C:2]([NH:1][C:13]2[C:14](=[O:21])[N:15]([CH3:20])[N:16]=[C:17]([Cl:19])[CH:18]=2)=[N:3][CH:4]=1, predict the reactants needed to synthesize it. The reactants are: [NH2:1][C:2]1[CH:11]=[CH:10][C:5]([C:6]([O:8][CH3:9])=[O:7])=[CH:4][N:3]=1.Br[C:13]1[C:14](=[O:21])[N:15]([CH3:20])[N:16]=[C:17]([Cl:19])[CH:18]=1.CC1(C)C2C=CC=C(P(C3C=CC=CC=3)C3C=CC=CC=3)C=2OC2C1=CC=CC=2P(C1C=CC=CC=1)C1C=CC=CC=1.C(=O)([O-])[O-].[Cs+].[Cs+]. (4) Given the product [NH:37]1[CH2:36][CH2:35][N:34]=[C:33]1[NH:1][CH2:2][C:3]1[CH:8]=[C:7]([O:9][C:10]2[CH:11]=[C:12]([CH2:16][CH2:17][NH:18][C:19](=[O:30])[C:20]3[CH:25]=[CH:24][CH:23]=[C:22]([C:26]([F:27])([F:28])[F:29])[CH:21]=3)[CH:13]=[CH:14][CH:15]=2)[CH:6]=[CH:5][N:4]=1, predict the reactants needed to synthesize it. The reactants are: [NH2:1][CH2:2][C:3]1[CH:8]=[C:7]([O:9][C:10]2[CH:11]=[C:12]([CH2:16][CH2:17][NH:18][C:19](=[O:30])[C:20]3[CH:25]=[CH:24][CH:23]=[C:22]([C:26]([F:29])([F:28])[F:27])[CH:21]=3)[CH:13]=[CH:14][CH:15]=2)[CH:6]=[CH:5][N:4]=1.CS[C:33]1[N:34](C(OC(C)(C)C)=O)[CH2:35][CH2:36][N:37]=1.